From a dataset of Forward reaction prediction with 1.9M reactions from USPTO patents (1976-2016). Predict the product of the given reaction. (1) Given the reactants [CH:1](=O)[C:2]1[CH:7]=[CH:6][CH:5]=[CH:4][CH:3]=1.C(O)(=O)C.[NH2:13][C@H:14]1[CH2:19][CH2:18][C@H:17]([NH:20][C:21]2[CH:29]=[CH:28][C:24]([C:25]([NH2:27])=[O:26])=[C:23]([O:30][CH3:31])[CH:22]=2)[CH2:16][CH2:15]1.C([BH3-])#N.[Na+].[OH-].[Na+], predict the reaction product. The product is: [CH2:1]([NH:13][C@H:14]1[CH2:19][CH2:18][C@H:17]([NH:20][C:21]2[CH:29]=[CH:28][C:24]([C:25]([NH2:27])=[O:26])=[C:23]([O:30][CH3:31])[CH:22]=2)[CH2:16][CH2:15]1)[C:2]1[CH:7]=[CH:6][CH:5]=[CH:4][CH:3]=1. (2) The product is: [C:10]1([NH:9][C:7]([C:3]2[N:2]([NH:1][C:27]([C:24]3([NH:23][C:21](=[O:22])[O:20][C:16]([CH3:18])([CH3:17])[CH3:19])[CH2:26][CH2:25]3)=[O:28])[CH:6]=[CH:5][CH:4]=2)=[O:8])[CH:15]=[CH:14][CH:13]=[CH:12][CH:11]=1. Given the reactants [NH2:1][N:2]1[CH:6]=[CH:5][CH:4]=[C:3]1[C:7]([NH:9][C:10]1[CH:15]=[CH:14][CH:13]=[CH:12][CH:11]=1)=[O:8].[C:16]([O:20][C:21]([NH:23][C:24]1([C:27](O)=[O:28])[CH2:26][CH2:25]1)=[O:22])([CH3:19])([CH3:18])[CH3:17], predict the reaction product.